Task: Predict the reaction yield, written as a fraction of the theoretical maximum amount of product (1.0 means a 100% yield; for example, 0.34 means a 34% yield).. Dataset: Reaction yield outcomes from USPTO patents with 853,638 reactions (1) The reactants are [N:1]1[C:5]2[CH:6]=[CH:7][CH:8]=[CH:9][C:4]=2[NH:3][C:2]=1[C:10]1[CH:19]=[CH:18][C:13]([C:14](OC)=[O:15])=[CH:12][CH:11]=1.CC(C[AlH]CC(C)C)C. The catalyst is C1COCC1. The product is [N:1]1[C:5]2[CH:6]=[CH:7][CH:8]=[CH:9][C:4]=2[NH:3][C:2]=1[C:10]1[CH:19]=[CH:18][C:13]([CH2:14][OH:15])=[CH:12][CH:11]=1. The yield is 0.870. (2) The yield is 0.660. The product is [CH2:34]([N:30]1[C@H:31]([CH3:33])[CH2:32][N:27]([C@@H:19]([C:20]2[CH:25]=[CH:24][CH:23]=[C:22]([OH:26])[CH:21]=2)[C:15]2[CH:14]=[C:13]([CH:18]=[CH:17][CH:16]=2)[C:12]([N:9]2[CH2:8][CH2:7][CH:6]([C:4]([OH:5])=[O:3])[CH2:11][CH2:10]2)=[O:42])[C@@H:28]([CH3:41])[CH2:29]1)[C:35]1[CH:40]=[CH:39][CH:38]=[CH:37][CH:36]=1. The reactants are C([O:3][C:4]([CH:6]1[CH2:11][CH2:10][N:9]([C:12](=[O:42])[C:13]2[CH:18]=[CH:17][CH:16]=[C:15]([C@@H:19]([N:27]3[CH2:32][C@@H:31]([CH3:33])[N:30]([CH2:34][C:35]4[CH:40]=[CH:39][CH:38]=[CH:37][CH:36]=4)[CH2:29][C@@H:28]3[CH3:41])[C:20]3[CH:25]=[CH:24][CH:23]=[C:22]([OH:26])[CH:21]=3)[CH:14]=2)[CH2:8][CH2:7]1)=[O:5])C.[OH-].[Na+].Cl.O. The catalyst is C1COCC1.CO. (3) The reactants are [CH3:1][O:2][C:3](=[O:14])[C:4]1[CH:12]=[CH:11][C:7]([C:8]([OH:10])=O)=[CH:6][C:5]=1[NH2:13].[Cl:15][C:16]1[C:17]2[CH:27]=[CH:26][CH:25]=[CH:24][C:18]=2[S:19][C:20]=1[C:21](Cl)=[O:22].[NH2:28][C:29]1[S:30][CH:31]=[CH:32][N:33]=1.CCN=C=NCCCN(C)C.Cl.C1C=CC2N(O)N=NC=2C=1.CCN(C(C)C)C(C)C. The catalyst is C1COCC1.O. The product is [Cl:15][C:16]1[C:17]2[CH:27]=[CH:26][CH:25]=[CH:24][C:18]=2[S:19][C:20]=1[C:21]([NH:13][C:5]1[CH:6]=[C:7]([C:8](=[O:10])[NH:28][C:29]2[S:30][CH:31]=[CH:32][N:33]=2)[CH:11]=[CH:12][C:4]=1[C:3]([O:2][CH3:1])=[O:14])=[O:22]. The yield is 0.700. (4) The reactants are [CH3:1][Si:2]([C:5]#[CH:6])([CH3:4])[CH3:3].[Li]CCCC.C([O:16][C:17]([NH:19][C:20]([CH3:24])([CH3:23])[CH:21]=[O:22])=O)(C)(C)C. The catalyst is C1COCC1. The product is [CH3:23][C:20]1([CH3:24])[CH:21]([C:6]#[C:5][Si:2]([CH3:4])([CH3:3])[CH3:1])[O:22][C:17](=[O:16])[NH:19]1. The yield is 1.00. (5) The reactants are [Cl:1][C:2]1[N:7]=[C:6]([Cl:8])[CH:5]=[C:4](Cl)[N:3]=1.[O:10]1[CH:14]=[CH:13][CH:12]=[C:11]1B(O)O.C(=O)([O-])[O-].[K+].[K+]. The catalyst is C1(C)C=CC=CC=1.C1C=CC([P]([Pd]([P](C2C=CC=CC=2)(C2C=CC=CC=2)C2C=CC=CC=2)([P](C2C=CC=CC=2)(C2C=CC=CC=2)C2C=CC=CC=2)[P](C2C=CC=CC=2)(C2C=CC=CC=2)C2C=CC=CC=2)(C2C=CC=CC=2)C2C=CC=CC=2)=CC=1. The product is [Cl:1][C:2]1[N:7]=[C:6]([Cl:8])[CH:5]=[C:4]([C:11]2[O:10][CH:14]=[CH:13][CH:12]=2)[N:3]=1. The yield is 0.580.